From a dataset of Reaction yield outcomes from USPTO patents with 853,638 reactions. Predict the reaction yield, written as a fraction of the theoretical maximum amount of product (1.0 means a 100% yield; for example, 0.34 means a 34% yield). (1) The reactants are I[C:2]1[C:10]2[C:5](=[N:6][CH:7]=[CH:8][CH:9]=2)[N:4]([Si](C(C)C)(C(C)C)C(C)C)[CH:3]=1.C([Mg]Cl)(C)C.Cl[C:27]1[N:28]=[C:29]([N:34]([CH2:36][C:37]2[CH:42]=[CH:41][C:40]([Cl:43])=[CH:39][CH:38]=2)[CH3:35])[S:30][C:31]=1[CH:32]=[O:33]. The catalyst is O1CCCC1. The product is [Cl:43][C:40]1[CH:41]=[CH:42][C:37]([CH2:36][N:34]([CH3:35])[C:29]2[S:30][C:31]([C:32]([C:2]3[C:10]4[C:5](=[N:6][CH:7]=[CH:8][CH:9]=4)[NH:4][CH:3]=3)=[O:33])=[CH:27][N:28]=2)=[CH:38][CH:39]=1. The yield is 0.600. (2) The catalyst is CN(C)C=O. The reactants are [C:1]([C:5]1[CH:9]=[C:8]([C:10]([O:12][CH2:13][CH3:14])=[O:11])[NH:7][N:6]=1)([CH3:4])([CH3:3])[CH3:2].[Cl:15][C:16]1[CH:23]=[C:22]([C:24]([F:27])([F:26])[F:25])[CH:21]=[CH:20][C:17]=1[CH2:18]Cl.C(=O)([O-])[O-].[K+].[K+]. The product is [C:1]([C:5]1[CH:9]=[C:8]([C:10]([O:12][CH2:13][CH3:14])=[O:11])[N:7]([CH2:18][C:17]2[CH:20]=[CH:21][C:22]([C:24]([F:25])([F:27])[F:26])=[CH:23][C:16]=2[Cl:15])[N:6]=1)([CH3:4])([CH3:2])[CH3:3]. The yield is 0.930. (3) The reactants are [NH2:1][C@H:2]1[CH2:7][CH2:6][CH2:5][C@H:4]([CH2:8][OH:9])[CH2:3]1.C(N(CC)CC)C.[C:17]1(=O)[O:22][C:20](=[O:21])[C:19]2=[CH:23][CH:24]=[CH:25][CH:26]=[C:18]12. The catalyst is C1(C)C=CC=CC=1. The product is [OH:9][CH2:8][C@H:4]1[CH2:5][CH2:6][CH2:7][C@H:2]([N:1]2[C:20](=[O:21])[C:19]3[C:18](=[CH:26][CH:25]=[CH:24][CH:23]=3)[C:17]2=[O:22])[CH2:3]1. The yield is 0.730. (4) The reactants are [N+:1]([C:4]1[CH:8]=[CH:7][NH:6][N:5]=1)([O-:3])=[O:2].Cl[CH2:10][CH:11]=[C:12]([CH3:14])[CH3:13].C(=O)([O-])[O-].[Cs+].[Cs+]. The catalyst is O1CCOCC1.C(OCC)(=O)C.[I-].[K+]. The product is [CH3:13][C:12]([CH3:14])=[CH:11][CH2:10][N:6]1[CH:7]=[CH:8][C:4]([N+:1]([O-:3])=[O:2])=[N:5]1. The yield is 0.870. (5) The reactants are [O:1]1[CH2:5][CH2:4][CH2:3][C@@H:2]1[C:6]([OH:8])=O.C(C1NC=CN=1)(C1NC=CN=1)=O.[CH3:21][NH:22][CH2:23][C:24]1[N:28]=[C:27]([NH2:29])[S:26][N:25]=1. The catalyst is CN(C=O)C.O. The product is [NH2:29][C:27]1[S:26][N:25]=[C:24]([CH2:23][N:22]([CH3:21])[C:6]([C@H:2]2[CH2:3][CH2:4][CH2:5][O:1]2)=[O:8])[N:28]=1. The yield is 0.590. (6) The reactants are [H-].[Na+].[C:3]([CH2:5][C:6]([O:8][C:9]([CH3:12])([CH3:11])[CH3:10])=[O:7])#[N:4].Br[CH2:14][CH2:15][O:16][CH2:17][CH2:18]Br. The catalyst is CN(C)C=O. The product is [C:3]([C:5]1([C:6]([O:8][C:9]([CH3:12])([CH3:11])[CH3:10])=[O:7])[CH2:18][CH2:17][O:16][CH2:15][CH2:14]1)#[N:4]. The yield is 0.570.